From a dataset of Catalyst prediction with 721,799 reactions and 888 catalyst types from USPTO. Predict which catalyst facilitates the given reaction. Reactant: [CH:1]1([C:4]2[C:13]([I:14])=[CH:12][C:7]([C:8]([O:10]C)=[O:9])=[C:6]([CH2:15][CH3:16])[CH:5]=2)[CH2:3][CH2:2]1.[OH-].[Na+]. Product: [CH:1]1([C:4]2[C:13]([I:14])=[CH:12][C:7]([C:8]([OH:10])=[O:9])=[C:6]([CH2:15][CH3:16])[CH:5]=2)[CH2:2][CH2:3]1. The catalyst class is: 5.